From a dataset of NCI-60 drug combinations with 297,098 pairs across 59 cell lines. Regression. Given two drug SMILES strings and cell line genomic features, predict the synergy score measuring deviation from expected non-interaction effect. (1) Drug 1: C1CCC(C1)C(CC#N)N2C=C(C=N2)C3=C4C=CNC4=NC=N3. Drug 2: CC1C(C(CC(O1)OC2CC(CC3=C2C(=C4C(=C3O)C(=O)C5=CC=CC=C5C4=O)O)(C(=O)C)O)N)O. Cell line: NCI-H226. Synergy scores: CSS=56.5, Synergy_ZIP=5.03, Synergy_Bliss=5.94, Synergy_Loewe=-22.4, Synergy_HSA=7.55. (2) Synergy scores: CSS=4.89, Synergy_ZIP=0.854, Synergy_Bliss=4.96, Synergy_Loewe=1.71, Synergy_HSA=2.46. Cell line: SK-MEL-5. Drug 1: C1=CC(=CC=C1C#N)C(C2=CC=C(C=C2)C#N)N3C=NC=N3. Drug 2: CC1=C(C=C(C=C1)C(=O)NC2=CC(=CC(=C2)C(F)(F)F)N3C=C(N=C3)C)NC4=NC=CC(=N4)C5=CN=CC=C5. (3) Drug 1: CN1C2=C(C=C(C=C2)N(CCCl)CCCl)N=C1CCCC(=O)O.Cl. Drug 2: C1=NC2=C(N=C(N=C2N1C3C(C(C(O3)CO)O)F)Cl)N. Cell line: SF-295. Synergy scores: CSS=1.22, Synergy_ZIP=0.425, Synergy_Bliss=2.49, Synergy_Loewe=-1.93, Synergy_HSA=-1.18.